This data is from Reaction yield outcomes from USPTO patents with 853,638 reactions. The task is: Predict the reaction yield, written as a fraction of the theoretical maximum amount of product (1.0 means a 100% yield; for example, 0.34 means a 34% yield). (1) The reactants are [C:1]1([CH:7]([C:13]2[CH:18]=[CH:17][CH:16]=[CH:15][CH:14]=2)[N:8]2[CH2:11][CH:10]([OH:12])[CH2:9]2)[CH:6]=[CH:5][CH:4]=[CH:3][CH:2]=1.[CH3:19][C:20]([O-])([CH3:22])[CH3:21].[K+].BrCC(C)=C. The catalyst is C1COCC1.O. The product is [C:13]1([CH:7]([C:1]2[CH:2]=[CH:3][CH:4]=[CH:5][CH:6]=2)[N:8]2[CH2:11][CH:10]([O:12][CH2:21][C:20]([CH3:22])=[CH2:19])[CH2:9]2)[CH:14]=[CH:15][CH:16]=[CH:17][CH:18]=1. The yield is 0.940. (2) The reactants are [Cl:1][C:2]1[N:3]=[N:4][C:5](Cl)=[C:6]([CH3:9])[C:7]=1[CH3:8].[CH3:11][C@@H:12]1[CH2:17][NH:16][CH2:15][CH2:14][NH:13]1.C(=O)([O-])[O-].[K+].[K+].Cl[C:25]1[CH:30]=[CH:29][C:28]([C:31]([F:34])([F:33])[F:32])=[CH:27][N:26]=1. The catalyst is CN(C=O)C. The product is [Cl:1][C:2]1[N:3]=[N:4][C:5]([N:16]2[CH2:15][CH2:14][N:13]([C:25]3[CH:30]=[CH:29][C:28]([C:31]([F:34])([F:33])[F:32])=[CH:27][N:26]=3)[C@H:12]([CH3:11])[CH2:17]2)=[C:6]([CH3:9])[C:7]=1[CH3:8]. The yield is 0.370. (3) The reactants are [CH3:1][O:2][C:3]1[CH:4]=[C:5]([CH:9]=[CH:10][C:11]=1[N+:12]([O-:14])=[O:13])[C:6](O)=[O:7].S(Cl)([Cl:17])=O. No catalyst specified. The product is [CH3:1][O:2][C:3]1[CH:4]=[C:5]([CH:9]=[CH:10][C:11]=1[N+:12]([O-:14])=[O:13])[C:6]([Cl:17])=[O:7]. The yield is 0.990.